This data is from Full USPTO retrosynthesis dataset with 1.9M reactions from patents (1976-2016). The task is: Predict the reactants needed to synthesize the given product. (1) Given the product [CH2:7]([C:9]([C:27]1[CH:32]=[CH:31][C:30]([OH:33])=[C:29]([CH3:34])[CH:28]=1)([C:12]1[CH:17]=[CH:16][C:15]([CH:18]=[CH:19][C:20]([CH2:21][CH3:22])([OH:23])[CH2:24][CH3:25])=[C:14]([CH3:26])[CH:13]=1)[CH2:10][CH3:11])[CH3:8], predict the reactants needed to synthesize it. The reactants are: [H-].[H-].[H-].[H-].[Li+].[Al+3].[CH2:7]([C:9]([C:27]1[CH:32]=[CH:31][C:30]([OH:33])=[C:29]([CH3:34])[CH:28]=1)([C:12]1[CH:17]=[CH:16][C:15]([C:18]#[C:19][C:20]([CH2:24][CH3:25])([OH:23])[CH2:21][CH3:22])=[C:14]([CH3:26])[CH:13]=1)[CH2:10][CH3:11])[CH3:8].O. (2) Given the product [I:11][C:12]1[CH:13]=[N:14][N:15]([C:2]([O:4][C:5]2[CH:10]=[CH:9][CH:8]=[CH:7][CH:6]=2)=[O:3])[CH:16]=1, predict the reactants needed to synthesize it. The reactants are: Cl[C:2]([O:4][C:5]1[CH:10]=[CH:9][CH:8]=[CH:7][CH:6]=1)=[O:3].[I:11][C:12]1[CH:13]=[N:14][NH:15][CH:16]=1.C(N(CC)CC)C.O. (3) Given the product [NH2:23][C@@H:20]1[CH2:21][CH2:22][N:18]([C:16]2[C:15]3[C:10](=[CH:11][C:12]([CH3:31])=[CH:13][CH:14]=3)[N:9]=[C:8]([C:3]3[CH:4]=[CH:5][CH:6]=[CH:7][C:2]=3[OH:1])[N:17]=2)[CH2:19]1, predict the reactants needed to synthesize it. The reactants are: [OH:1][C:2]1[CH:7]=[CH:6][CH:5]=[CH:4][C:3]=1[C:8]1[N:17]=[C:16]([N:18]2[CH2:22][CH2:21][C@@H:20]([NH:23]C(=O)OC(C)(C)C)[CH2:19]2)[C:15]2[C:10](=[CH:11][C:12]([CH3:31])=[CH:13][CH:14]=2)[N:9]=1.C(O)(C(F)(F)F)=O.